Dataset: Peptide-MHC class I binding affinity with 185,985 pairs from IEDB/IMGT. Task: Regression. Given a peptide amino acid sequence and an MHC pseudo amino acid sequence, predict their binding affinity value. This is MHC class I binding data. (1) The peptide sequence is ETINEEAADW. The MHC is HLA-B53:01 with pseudo-sequence HLA-B53:01. The binding affinity (normalized) is 0.0432. (2) The peptide sequence is CGDPSSFDY. The MHC is HLA-A29:02 with pseudo-sequence HLA-A29:02. The binding affinity (normalized) is 0.254. (3) The peptide sequence is EIYFSSIHR. The MHC is HLA-B27:05 with pseudo-sequence HLA-B27:05. The binding affinity (normalized) is 0.0847. (4) The peptide sequence is NTLTLAVPY. The MHC is HLA-A26:01 with pseudo-sequence HLA-A26:01. The binding affinity (normalized) is 0. (5) The peptide sequence is YMRERFEPM. The MHC is HLA-B83:01 with pseudo-sequence HLA-B83:01. The binding affinity (normalized) is 0.213. (6) The peptide sequence is FLWWNAAPA. The MHC is HLA-A02:16 with pseudo-sequence HLA-A02:16. The binding affinity (normalized) is 1.00.